This data is from Full USPTO retrosynthesis dataset with 1.9M reactions from patents (1976-2016). The task is: Predict the reactants needed to synthesize the given product. (1) Given the product [Cl:1][C:2]1[C:3](=[O:27])[N:4]([C:10]2[CH:15]=[C:14]([C:16]3[CH:21]=[CH:20][N:19]=[C:18]([C:22]([OH:25])([CH3:23])[CH3:24])[N:17]=3)[CH:13]=[CH:12][C:11]=2[CH3:26])[C:5]([CH3:9])=[N:6][C:7]=1[O:8][CH2:29][C:30]1[N:31]=[C:32]([CH3:35])[O:33][CH:34]=1, predict the reactants needed to synthesize it. The reactants are: [Cl:1][C:2]1[C:3](=[O:27])[N:4]([C:10]2[CH:15]=[C:14]([C:16]3[CH:21]=[CH:20][N:19]=[C:18]([C:22]([OH:25])([CH3:24])[CH3:23])[N:17]=3)[CH:13]=[CH:12][C:11]=2[CH3:26])[C:5]([CH3:9])=[N:6][C:7]=1[OH:8].Cl[CH2:29][C:30]1[N:31]=[C:32]([CH3:35])[O:33][CH:34]=1.C(=O)([O-])[O-].[K+].[K+].C1OCCOCCOCCOCCOCCOC1. (2) Given the product [CH2:1]([N:8]1[C:17]2[C:12](=[CH:13][C:14]([NH:18][C:19]3[CH:31]=[CH:30][C:29]([Cl:32])=[CH:28][C:20]=3[C:21]([OH:23])=[O:22])=[CH:15][CH:16]=2)[N:11]=[CH:10][C:9]1=[O:33])[C:2]1[CH:7]=[CH:6][CH:5]=[CH:4][CH:3]=1, predict the reactants needed to synthesize it. The reactants are: [CH2:1]([N:8]1[C:17]2[C:12](=[CH:13][C:14]([NH:18][C:19]3[CH:31]=[CH:30][C:29]([Cl:32])=[CH:28][C:20]=3[C:21]([O:23]C(C)(C)C)=[O:22])=[CH:15][CH:16]=2)[N:11]=[CH:10][C:9]1=[O:33])[C:2]1[CH:7]=[CH:6][CH:5]=[CH:4][CH:3]=1.FC(F)(F)C(O)=O. (3) Given the product [C:15]([C:11]1[CH:12]=[CH:13][N:14]2[C:9]([CH:10]=1)=[C:8]([S:17][C:18]1[CH:23]=[CH:22][C:21]([NH:24][S:25]([CH2:28][CH3:29])(=[O:26])=[O:27])=[CH:20][CH:19]=1)[C:7]([CH3:30])=[C:6]2[CH2:5][C:4]([OH:31])=[O:3])#[N:16], predict the reactants needed to synthesize it. The reactants are: C([O:3][C:4](=[O:31])[CH2:5][C:6]1[N:14]2[C:9]([CH:10]=[C:11]([C:15]#[N:16])[CH:12]=[CH:13]2)=[C:8]([S:17][C:18]2[CH:23]=[CH:22][C:21]([NH:24][S:25]([CH2:28][CH3:29])(=[O:27])=[O:26])=[CH:20][CH:19]=2)[C:7]=1[CH3:30])C.[OH-].[Na+]. (4) Given the product [ClH:67].[Br:13][C:14]1[CH:33]=[CH:32][C:17]([NH:18][C:19]2[C:28]3[C:23](=[CH:24][C:25]([O:31][CH2:64][CH2:63][O:62][CH2:61][CH2:60][N:57]4[CH2:58][CH2:59][O:54][CH2:55][CH2:56]4)=[C:26]([O:29][CH3:30])[CH:27]=3)[N:22]=[CH:21][N:20]=2)=[C:16]([F:34])[CH:15]=1, predict the reactants needed to synthesize it. The reactants are: N(C(OCC)=O)=NC(OCC)=O.[Br:13][C:14]1[CH:33]=[CH:32][C:17]([NH:18][C:19]2[C:28]3[C:23](=[CH:24][C:25]([OH:31])=[C:26]([O:29][CH3:30])[CH:27]=3)[N:22]=[CH:21][N:20]=2)=[C:16]([F:34])[CH:15]=1.C1(P(C2C=CC=CC=2)C2C=CC=CC=2)C=CC=CC=1.[O:54]1[CH2:59][CH2:58][N:57]([CH2:60][CH2:61][O:62][CH2:63][CH2:64]O)[CH2:56][CH2:55]1.C(Cl)[Cl:67]. (5) The reactants are: [Cl:1][C:2]1[CH:7]=[CH:6][C:5]([CH:8]([C:11]2[C:19]3[C:14](=[C:15]([N+:20]([O-:22])=[O:21])[CH:16]=[CH:17][CH:18]=3)[NH:13][N:12]=2)[C:9]#[N:10])=[CH:4][CH:3]=1.I[CH2:24][CH3:25].C([O-])(O)=O.[Na+]. Given the product [Cl:1][C:2]1[CH:3]=[CH:4][C:5]([C:8]([C:11]2[C:19]3[C:14](=[C:15]([N+:20]([O-:22])=[O:21])[CH:16]=[CH:17][CH:18]=3)[NH:13][N:12]=2)([CH2:24][CH3:25])[C:9]#[N:10])=[CH:6][CH:7]=1, predict the reactants needed to synthesize it.